Dataset: Full USPTO retrosynthesis dataset with 1.9M reactions from patents (1976-2016). Task: Predict the reactants needed to synthesize the given product. (1) The reactants are: [C:1]1([OH:11])[C:10]2[C:5](=[CH:6][CH:7]=[CH:8][CH:9]=2)[CH:4]=[CH:3][CH:2]=1.[OH-:12].[K+].Cl[C:15]1[C:28]2[C:27](=[O:29])[C:26]3[C:21](=[C:22](Cl)[CH:23]=[CH:24][CH:25]=3)[C:20](=[O:31])[C:19]=2[CH:18]=[CH:17][CH:16]=1. Given the product [C:1]1([O:11][C:15]2[C:28]3[C:27](=[O:29])[C:26]4[C:21](=[C:22]([O:12][C:9]5[C:10]6[C:5](=[CH:4][CH:3]=[CH:2][CH:1]=6)[CH:6]=[CH:7][CH:8]=5)[CH:23]=[CH:24][CH:25]=4)[C:20](=[O:31])[C:19]=3[CH:18]=[CH:17][CH:16]=2)[C:10]2[C:5](=[CH:6][CH:7]=[CH:8][CH:9]=2)[CH:4]=[CH:3][CH:2]=1, predict the reactants needed to synthesize it. (2) Given the product [CH2:13]([O:12][C:5]([O:6][CH2:7][CH3:8])([O:9][CH2:10][CH3:11])[C:4]#[CH:3])[CH3:14], predict the reactants needed to synthesize it. The reactants are: C[Si](C)(C)[C:3]#[C:4][C:5]([O:12][CH2:13][CH3:14])([O:9][CH2:10][CH3:11])[O:6][CH2:7][CH3:8].C([O-])([O-])=O.[K+].[K+]. (3) Given the product [C:1]([O:5][C:6]([N:8]1[CH2:9][CH2:10][N:11]([C:14]2[CH:19]=[CH:18][C:17]([NH2:20])=[C:16]([C:23](=[O:39])[NH:24][CH:25]([C:32]([O:34][C:35]([CH3:38])([CH3:37])[CH3:36])=[O:33])[CH2:26][O:27][C:28]([CH3:29])([CH3:31])[CH3:30])[CH:15]=2)[CH2:12][CH2:13]1)=[O:7])([CH3:2])([CH3:3])[CH3:4], predict the reactants needed to synthesize it. The reactants are: [C:1]([O:5][C:6]([N:8]1[CH2:13][CH2:12][N:11]([C:14]2[CH:19]=[CH:18][C:17]([N+:20]([O-])=O)=[C:16]([C:23](=[O:39])[NH:24][CH:25]([C:32]([O:34][C:35]([CH3:38])([CH3:37])[CH3:36])=[O:33])[CH2:26][O:27][C:28]([CH3:31])([CH3:30])[CH3:29])[CH:15]=2)[CH2:10][CH2:9]1)=[O:7])([CH3:4])([CH3:3])[CH3:2]. (4) The reactants are: O.O.O.[CH3:4][C@H:5]1[N:10]([CH2:11][C:12]([F:15])([F:14])[F:13])[C:9](=[O:16])[C@@H:8]([NH:17][C:18]([C:20]2[CH:21]=[C:22]3[CH2:37][C@@:27]4([C:35]5[C:30](=[N:31][CH:32]=[CH:33][CH:34]=5)[NH:29][C:28]4=[O:36])[CH2:26][C:23]3=[N:24][CH:25]=2)=[O:19])[CH2:7][C@H:6]1[C:38]1[CH:43]=[CH:42][CH:41]=[CH:40][CH:39]=1.C(#N)C.C(#N)C.O. Given the product [OH2:16].[C:9](#[N:10])[CH3:8].[CH3:4][C@H:5]1[N:10]([CH2:11][C:12]([F:15])([F:13])[F:14])[C:9](=[O:16])[C@@H:8]([NH:17][C:18]([C:20]2[CH:21]=[C:22]3[CH2:37][C@@:27]4([C:35]5[C:30](=[N:31][CH:32]=[CH:33][CH:34]=5)[NH:29][C:28]4=[O:36])[CH2:26][C:23]3=[N:24][CH:25]=2)=[O:19])[CH2:7][C@H:6]1[C:38]1[CH:39]=[CH:40][CH:41]=[CH:42][CH:43]=1, predict the reactants needed to synthesize it. (5) Given the product [Br:14][C:4]1[CH:3]=[C:2]([Cl:1])[N:7]=[N:6][C:5]=1[NH2:8], predict the reactants needed to synthesize it. The reactants are: [Cl:1][C:2]1[N:7]=[N:6][C:5]([NH2:8])=[CH:4][CH:3]=1.C([O-])(O)=O.[Na+].[Br:14]Br. (6) Given the product [F:23][CH:22]([F:24])[O:21][C:18]1[CH:19]=[CH:20][C:15]([CH2:14][NH:13]/[CH:12]=[C:5]2\[C:44](=[O:35])[NH:41][C:42](=[O:43])[C:3]3[C:4]\2=[CH:9][C:10]([C:28]2[CH:29]=[CH:30][S:26][CH:27]=2)=[CH:11][CH:2]=3)=[CH:16][C:17]=1[OH:25], predict the reactants needed to synthesize it. The reactants are: Br[C:2]1[CH:3]=[C:4]2[C:9](=[CH:10][CH:11]=1)C=NC/[C:5]/2=[CH:12]\[NH:13][CH2:14][C:15]1[CH:20]=[CH:19][C:18]([O:21][CH:22]([F:24])[F:23])=[C:17]([OH:25])[CH:16]=1.[S:26]1[CH:30]=[CH:29][C:28](B(O)O)=[CH:27]1.C([O-])([O-])=[O:35].[Na+].[Na+].C[N:41]([CH3:44])[CH:42]=[O:43]. (7) Given the product [C:53]([NH:57][C:43]([C:42]1[CH:47]=[CH:48][CH:49]=[C:40]([C:9]2[C:10]3[C:15](=[CH:14][CH:13]=[C:12]([C:16]4[N:20]=[CH:19][N:18]([C:21]([C:28]5[CH:29]=[CH:30][CH:31]=[CH:32][CH:33]=5)([C:22]5[CH:23]=[CH:24][CH:25]=[CH:26][CH:27]=5)[C:34]5[CH:35]=[CH:36][CH:37]=[CH:38][CH:39]=5)[N:17]=4)[CH:11]=3)[N:7]([CH:2]3[CH2:3][CH2:4][CH2:5][CH2:6][O:1]3)[N:8]=2)[CH:41]=1)=[O:44])([CH3:56])([CH3:55])[CH3:54], predict the reactants needed to synthesize it. The reactants are: [O:1]1[CH2:6][CH2:5][CH2:4][CH2:3][CH:2]1[N:7]1[C:15]2[C:10](=[CH:11][C:12]([C:16]3[N:20]=[CH:19][N:18]([C:21]([C:34]4[CH:39]=[CH:38][CH:37]=[CH:36][CH:35]=4)([C:28]4[CH:33]=[CH:32][CH:31]=[CH:30][CH:29]=4)[C:22]4[CH:27]=[CH:26][CH:25]=[CH:24][CH:23]=4)[N:17]=3)=[CH:13][CH:14]=2)[C:9]([C:40]2[CH:41]=[C:42]([CH:47]=[CH:48][CH:49]=2)[C:43](OC)=[O:44])=[N:8]1.O.[OH-].[Li+].[C:53]([NH2:57])([CH3:56])([CH3:55])[CH3:54].O.ON1C2C=CC=CC=2N=N1.Cl.CN(C)CCCN=C=NCC. (8) The reactants are: Cl.[Sn](Cl)Cl.[CH3:5][O:6][C:7]1[CH:12]=[C:11]([NH2:13])[C:10]([N+:14]([O-])=O)=[CH:9][N:8]=1.[OH-].[Na+]. Given the product [CH3:5][O:6][C:7]1[N:8]=[CH:9][C:10]([NH2:14])=[C:11]([NH2:13])[CH:12]=1, predict the reactants needed to synthesize it.